This data is from Catalyst prediction with 721,799 reactions and 888 catalyst types from USPTO. The task is: Predict which catalyst facilitates the given reaction. (1) Reactant: [C:1]([C:4]1[CH:5]=[N:6][CH:7]=[CH:8][CH:9]=1)(=O)[CH3:2].[CH3:10][OH:11].[OH-:12].[Na+]. Product: [N:6]1[CH:7]=[CH:8][CH:9]=[C:4]([CH:1]([C:4]2[CH:9]=[CH:8][C:10]([OH:11])=[CH:2][C:1]=2[OH:12])[CH3:2])[CH:5]=1. The catalyst class is: 45. (2) Reactant: [N:1]1[C:10]2[C:5](=[CH:6][CH:7]=[CH:8][CH:9]=2)[N:4]=[CH:3][C:2]=1[N:11]1[CH2:22][CH2:21][C:14]2([C:19](=[O:20])[NH:18][CH2:17][CH2:16][CH2:15]2)[CH2:13][CH2:12]1.C1COCC1.Br[CH2:29][C:30]1[C:39]2[O:38][CH2:37][CH2:36][O:35][C:34]=2[CH:33]=[CH:32][CH:31]=1. Product: [O:35]1[CH2:36][CH2:37][O:38][C:39]2[C:30]([CH2:29][N:18]3[CH2:17][CH2:16][CH2:15][C:14]4([CH2:21][CH2:22][N:11]([C:2]5[CH:3]=[N:4][C:5]6[C:10](=[CH:9][CH:8]=[CH:7][CH:6]=6)[N:1]=5)[CH2:12][CH2:13]4)[C:19]3=[O:20])=[CH:31][CH:32]=[CH:33][C:34]1=2. The catalyst class is: 625. (3) The catalyst class is: 1. Reactant: [F-].C([N+](CCCC)(CCCC)CCCC)CCC.[Si]([O:26][CH2:27][CH2:28][CH2:29][C@H:30]([O:41][C:42]1[N:47]=[CH:46][N:45]=[C:44]2[N:48]([C:51]3[C:56]([Cl:57])=[CH:55][CH:54]=[CH:53][N:52]=3)[N:49]=[CH:50][C:43]=12)[C:31]([NH:33][C:34]1[CH:39]=[CH:38][C:37]([CH3:40])=[CH:36][N:35]=1)=[O:32])(C(C)(C)C)(C)C. Product: [Cl:57][C:56]1[C:51]([N:48]2[C:44]3[N:45]=[CH:46][N:47]=[C:42]([O:41][C@@H:30]([CH2:29][CH2:28][CH2:27][OH:26])[C:31]([NH:33][C:34]4[CH:39]=[CH:38][C:37]([CH3:40])=[CH:36][N:35]=4)=[O:32])[C:43]=3[CH:50]=[N:49]2)=[N:52][CH:53]=[CH:54][CH:55]=1. (4) Reactant: [N+:1]([C:4]1[CH:5]=[C:6]([CH:24]=[CH:25][CH:26]=1)[CH:7]=[C:8]1[S:12][C:11](=[O:13])[N:10]([CH2:14][C:15]2[CH:20]=[CH:19][C:18]([Cl:21])=[C:17]([Cl:22])[CH:16]=2)[C:9]1=[O:23])([O-])=O.C(O)C.C(OCC)(=O)C. Product: [NH2:1][C:4]1[CH:5]=[C:6]([CH:24]=[CH:25][CH:26]=1)[CH:7]=[C:8]1[S:12][C:11](=[O:13])[N:10]([CH2:14][C:15]2[CH:20]=[CH:19][C:18]([Cl:21])=[C:17]([Cl:22])[CH:16]=2)[C:9]1=[O:23]. The catalyst class is: 304. (5) Reactant: [OH:1][C:2]1[CH:7]=[CH:6][C:5]([C:8]2[CH:13]=[CH:12][C:11]([C:14]([O:16][CH2:17][CH3:18])=[O:15])=[CH:10][CH:9]=2)=[CH:4][C:3]=1[C:19]1[CH:28]=[CH:27][C:26]2[C:25]([CH3:30])([CH3:29])[CH2:24][CH2:23][C:22]([CH3:32])([CH3:31])[C:21]=2[CH:20]=1.C1(P(C2C=CC=CC=2)C2C=CC=CC=2)C=CC=CC=1.N(C(OC(C)C)=O)=NC(OC(C)C)=O.[Cl:66][CH2:67][CH2:68][CH2:69][CH2:70]O. Product: [Cl:66][CH2:67][CH2:68][CH2:69][CH2:70][O:1][C:2]1[CH:7]=[CH:6][C:5]([C:8]2[CH:9]=[CH:10][C:11]([C:14]([O:16][CH2:17][CH3:18])=[O:15])=[CH:12][CH:13]=2)=[CH:4][C:3]=1[C:19]1[CH:28]=[CH:27][C:26]2[C:25]([CH3:30])([CH3:29])[CH2:24][CH2:23][C:22]([CH3:31])([CH3:32])[C:21]=2[CH:20]=1. The catalyst class is: 30. (6) Reactant: [C:1]([O:5][C:6]([NH:8][CH:9]([CH2:13][CH:14]1[CH2:19][CH2:18][O:17][CH2:16][CH2:15]1)[C:10]([OH:12])=O)=[O:7])([CH3:4])([CH3:3])[CH3:2].Cl.[OH:21][C@@H:22]([CH2:52]O)[CH2:23][N:24]1[CH:28]=[CH:27][C:26]([NH:29]C(=O)[C@@H](N2CC(OC3C=CC=C(Cl)C=3Cl)=CC2=O)CC(C)C)=[N:25]1.[CH:54](N(CC)C(C)C)(C)C.F[P-](F)(F)(F)(F)F.N1(O[P+](N(C)C)(N(C)C)N(C)C)C2C=CC=CC=2N=N1. Product: [C:1]([O:5][C:6](=[O:7])[NH:8][CH:9]([C:10](=[O:12])[NH:29][C:26]1[CH:27]=[CH:28][N:24]([CH2:23][C:22]([OH:21])([CH3:52])[CH3:54])[N:25]=1)[CH2:13][CH:14]1[CH2:19][CH2:18][O:17][CH2:16][CH2:15]1)([CH3:2])([CH3:3])[CH3:4]. The catalyst class is: 9. (7) Reactant: C(O[C:6](=O)[N:7]([CH2:9][CH2:10][N:11]([CH2:58][CH2:59][NH2:60])[C:12]([C@H:14]1[NH:32][C:31](=[O:33])[C@H:30]([CH2:34][CH2:35][CH2:36][NH:37]C(OC(C)(C)C)=O)[NH:29][C:28](=[O:45])[C@@H:27]([NH:46]C(OC(C)(C)C)=O)[CH2:26][C:25]2[CH:54]=[C:21]([CH:22]=[CH:23][C:24]=2[OH:55])[C:20]2=[CH:56][C:16](=[C:17]([OH:57])[CH:18]=[CH:19]2)[CH2:15]1)=[O:13])C)(C)(C)C.[ClH:62]. Product: [ClH:62].[ClH:62].[ClH:62].[ClH:62].[NH2:46][C@H:27]1[CH2:26][C:25]2[CH:54]=[C:21]([CH:22]=[CH:23][C:24]=2[OH:55])[C:20]2=[CH:56][C:16](=[C:17]([OH:57])[CH:18]=[CH:19]2)[CH2:15][C@@H:14]([C:12]([N:11]([CH2:58][CH2:59][NH2:60])[CH2:10][CH2:9][NH:7][CH3:6])=[O:13])[NH:32][C:31](=[O:33])[C@H:30]([CH2:34][CH2:35][CH2:36][NH2:37])[NH:29][C:28]1=[O:45]. The catalyst class is: 12.